From a dataset of CYP2C19 inhibition data for predicting drug metabolism from PubChem BioAssay. Regression/Classification. Given a drug SMILES string, predict its absorption, distribution, metabolism, or excretion properties. Task type varies by dataset: regression for continuous measurements (e.g., permeability, clearance, half-life) or binary classification for categorical outcomes (e.g., BBB penetration, CYP inhibition). Dataset: cyp2c19_veith. The compound is Nc1nc(SCC(=O)Nc2ccccc2Sc2ccc(Cl)cc2)n[nH]1. The result is 1 (inhibitor).